Predict the reactants needed to synthesize the given product. From a dataset of Full USPTO retrosynthesis dataset with 1.9M reactions from patents (1976-2016). (1) Given the product [Cl:16][C:17]1[CH:22]=[N:21][CH:20]=[C:19]([O:15][CH2:14][CH2:13][C:3]2[N:4]=[C:5]([C:7]3[CH:12]=[CH:11][CH:10]=[CH:9][CH:8]=3)[O:6][C:2]=2[CH3:1])[N:18]=1, predict the reactants needed to synthesize it. The reactants are: [CH3:1][C:2]1[O:6][C:5]([C:7]2[CH:12]=[CH:11][CH:10]=[CH:9][CH:8]=2)=[N:4][C:3]=1[CH2:13][CH2:14][OH:15].[Cl:16][C:17]1[CH:22]=[N:21][CH:20]=[C:19](Cl)[N:18]=1. (2) Given the product [Br:21][C:22]1[CH:23]=[C:24]([NH:28][CH2:12][C:11]2[CH:14]=[CH:15][C:16]([O:17][CH:18]([CH3:20])[CH3:19])=[C:9]([O:8][CH:5]([CH3:7])[CH3:6])[CH:10]=2)[CH:25]=[N:26][CH:27]=1, predict the reactants needed to synthesize it. The reactants are: C(O)(=O)C.[CH:5]([O:8][C:9]1[CH:10]=[C:11]([CH:14]=[CH:15][C:16]=1[O:17][CH:18]([CH3:20])[CH3:19])[CH:12]=O)([CH3:7])[CH3:6].[Br:21][C:22]1[CH:23]=[C:24]([NH2:28])[CH:25]=[N:26][CH:27]=1.C(O[BH-](OC(=O)C)OC(=O)C)(=O)C.[Na+]. (3) Given the product [CH3:28][O:45][C:44]1[CH:43]=[CH:4][C:3]([CH2:11][N:21]([CH2:52][C:46]2[CH:51]=[CH:50][C:49]([O:25][CH3:22])=[CH:48][CH:47]=2)[S:18]([CH2:16][CH2:17][CH:11]([C:3]2[CH:4]=[CH:5][C:6]([N+:8]([O-:10])=[O:9])=[CH:7][C:2]=2[F:1])[C:12]([O:14][CH3:15])=[O:13])(=[O:20])=[O:19])=[CH:2][CH:7]=1, predict the reactants needed to synthesize it. The reactants are: [F:1][C:2]1[CH:7]=[C:6]([N+:8]([O-:10])=[O:9])[CH:5]=[CH:4][C:3]=1[CH2:11][C:12]([O:14][CH3:15])=[O:13].[CH:16]([S:18]([NH2:21])(=[O:20])=[O:19])=[CH2:17].[C:22](=[O:25])([O-])[O-].[K+].[K+].[CH2:28]1[O:45][CH2:44][CH2:43]O[CH2:43][CH2:44][O:45][CH2:28][CH2:28][O:45][CH2:44][CH2:43]O[CH2:43][CH2:44][O:45][CH2:28]1.[C:46]1([CH3:52])[CH:51]=[CH:50][CH:49]=[CH:48][CH:47]=1.